From a dataset of Forward reaction prediction with 1.9M reactions from USPTO patents (1976-2016). Predict the product of the given reaction. (1) Given the reactants [F:1][C:2]1[CH:7]=[CH:6][C:5](B(O)O)=[CH:4][CH:3]=1.Br[C:12]1[S:20][C:19]2[CH2:18][CH2:17][NH:16][C:15](=[O:21])[C:14]=2[CH:13]=1.C([O-])([O-])=O.[Na+].[Na+].C(OC(=O)C)C, predict the reaction product. The product is: [F:1][C:2]1[CH:7]=[CH:6][C:5]([C:12]2[S:20][C:19]3[CH2:18][CH2:17][NH:16][C:15](=[O:21])[C:14]=3[CH:13]=2)=[CH:4][CH:3]=1. (2) Given the reactants [Cl:1][C:2]([Cl:8])([Cl:7])[C:3](=N)OC.[Cl:9][C:10]1[CH:15]=[CH:14][C:13]([NH:16][C:17]2[C:22]([NH2:23])=[CH:21][CH:20]=[CH:19][N:18]=2)=[CH:12][C:11]=1[F:24], predict the reaction product. The product is: [Cl:9][C:10]1[CH:15]=[CH:14][C:13]([N:16]2[C:17]3=[N:18][CH:19]=[CH:20][CH:21]=[C:22]3[N:23]=[C:3]2[C:2]([Cl:8])([Cl:7])[Cl:1])=[CH:12][C:11]=1[F:24]. (3) Given the reactants [CH3:1][N:2]([CH2:4][C:5]1[NH:6][C:7]2[C:12]([CH:13]=1)=[CH:11][C:10]([CH:14]=O)=[CH:9][CH:8]=2)[CH3:3].[NH2:16][C:17]1[CH:25]=[C:24]([O:26][CH3:27])[CH:23]=[C:22]([O:28][CH3:29])[C:18]=1[C:19]([NH2:21])=[O:20].S([O-])(O)=O.[Na+].C1(C)C=CC(S(O)(=O)=O)=CC=1, predict the reaction product. The product is: [CH3:3][N:2]([CH2:4][C:5]1[NH:6][C:7]2[C:12]([CH:13]=1)=[CH:11][C:10]([C:14]1[NH:21][C:19](=[O:20])[C:18]3[C:17](=[CH:25][C:24]([O:26][CH3:27])=[CH:23][C:22]=3[O:28][CH3:29])[N:16]=1)=[CH:9][CH:8]=2)[CH3:1].